Dataset: Forward reaction prediction with 1.9M reactions from USPTO patents (1976-2016). Task: Predict the product of the given reaction. Given the reactants [OH:1][CH:2]1[C:11]2[N:10]=[CH:9][CH:8]=[CH:7][C:6]=2[CH2:5][CH2:4][CH2:3]1, predict the reaction product. The product is: [N:10]1[C:11]2[C:2](=[O:1])[CH2:3][CH2:4][CH2:5][C:6]=2[CH:7]=[CH:8][CH:9]=1.